This data is from Forward reaction prediction with 1.9M reactions from USPTO patents (1976-2016). The task is: Predict the product of the given reaction. (1) The product is: [Cl:20][C:13]1[C:14]([F:19])=[CH:15][CH:16]=[C:17]([Cl:18])[C:12]=1[CH:10]([O:9][C:4]1[C:5]([NH2:8])=[N:6][CH:7]=[C:2]([C:25]2[CH:26]=[CH:27][C:22]([P:34]([CH3:35])([CH3:33])=[O:36])=[C:23]([O:31][CH3:32])[CH:24]=2)[CH:3]=1)[CH3:11]. Given the reactants Br[C:2]1[CH:3]=[C:4]([O:9][CH:10]([C:12]2[C:17]([Cl:18])=[CH:16][CH:15]=[C:14]([F:19])[C:13]=2[Cl:20])[CH3:11])[C:5]([NH2:8])=[N:6][CH:7]=1.Br[C:22]1[CH:27]=[CH:26][C:25](B(O)O)=[CH:24][C:23]=1[O:31][CH3:32].[CH3:33][PH:34](=[O:36])[CH3:35], predict the reaction product. (2) Given the reactants [C:1]([C:4]1[CH:5]=[C:6]([CH:10]=[C:11]([C:13](=[O:24])[NH:14][CH:15]([C:17]2[CH:22]=[CH:21][C:20]([F:23])=[CH:19][CH:18]=2)[CH3:16])[CH:12]=1)[C:7](O)=[O:8])(=[O:3])[CH3:2].CN(C(ON1N=NC2C=CC=NC1=2)=[N+](C)C)C.F[P-](F)(F)(F)(F)F.CCN(C(C)C)C(C)C.[CH3:58][O:59][C:60]1[CH:61]=[C:62]([CH:86]=[CH:87][CH:88]=1)[CH2:63][N:64]([CH2:72][C@@H:73]([OH:85])[C@@H:74]([NH2:84])[CH2:75][C:76]1[CH:81]=[C:80]([F:82])[CH:79]=[C:78]([F:83])[CH:77]=1)[C:65](=[O:71])[O:66][C:67]([CH3:70])([CH3:69])[CH3:68], predict the reaction product. The product is: [C:67]([O:66][C:65](=[O:71])[N:64]([CH2:72][C@@H:73]([OH:85])[C@@H:74]([NH:84][C:7](=[O:8])[C:6]1[CH:10]=[C:11]([C:13](=[O:24])[NH:14][CH:15]([C:17]2[CH:22]=[CH:21][C:20]([F:23])=[CH:19][CH:18]=2)[CH3:16])[CH:12]=[C:4]([C:1](=[O:3])[CH3:2])[CH:5]=1)[CH2:75][C:76]1[CH:77]=[C:78]([F:83])[CH:79]=[C:80]([F:82])[CH:81]=1)[CH2:63][C:62]1[CH:86]=[CH:87][CH:88]=[C:60]([O:59][CH3:58])[CH:61]=1)([CH3:70])([CH3:68])[CH3:69]. (3) The product is: [C:17]([CH2:16][NH:15][C:13](=[O:14])[C@H:8]([CH2:9][CH:10]([CH3:12])[CH3:11])[NH:7][C:6]1[S:5][N:4]=[CH:3][C:2]=1[C:33]1[CH:34]=[CH:35][CH:36]=[CH:37][C:32]=1[N:29]1[CH2:28][CH2:27][N:26]([C:24]([O:23][C:19]([CH3:22])([CH3:21])[CH3:20])=[O:25])[CH2:31][CH2:30]1)#[N:18]. Given the reactants Br[C:2]1[CH:3]=[N:4][S:5][C:6]=1[NH:7][C@H:8]([C:13]([NH:15][CH2:16][C:17]#[N:18])=[O:14])[CH2:9][CH:10]([CH3:12])[CH3:11].[C:19]([O:23][C:24]([N:26]1[CH2:31][CH2:30][N:29]([C:32]2[CH:37]=[CH:36][C:35](B(O)O)=[CH:34][CH:33]=2)[CH2:28][CH2:27]1)=[O:25])([CH3:22])([CH3:21])[CH3:20].C([O-])([O-])=O.[Na+].[Na+], predict the reaction product. (4) Given the reactants [CH3:1][S:2]([C:5]1[CH:6]=[C:7]([C:11]2[CH:16]=[CH:15][C:14]([N:17]3[CH:21]=[C:20]([C@H:22]4[CH2:26][CH2:25][CH2:24][NH:23]4)[N:19]=[C:18]3[C:27]3[CH:32]=[CH:31][CH:30]=[CH:29][C:28]=3[C:33]([F:36])([F:35])[F:34])=[CH:13][CH:12]=2)[CH:8]=[CH:9][CH:10]=1)(=[O:4])=[O:3].N1C=CC=CC=1.[C:43](Cl)(=[O:45])[CH3:44], predict the reaction product. The product is: [CH3:1][S:2]([C:5]1[CH:6]=[C:7]([C:11]2[CH:16]=[CH:15][C:14]([N:17]3[CH:21]=[C:20]([C@H:22]4[CH2:26][CH2:25][CH2:24][N:23]4[C:43](=[O:45])[CH3:44])[N:19]=[C:18]3[C:27]3[CH:32]=[CH:31][CH:30]=[CH:29][C:28]=3[C:33]([F:36])([F:34])[F:35])=[CH:13][CH:12]=2)[CH:8]=[CH:9][CH:10]=1)(=[O:4])=[O:3].